Task: Predict the reaction yield, written as a fraction of the theoretical maximum amount of product (1.0 means a 100% yield; for example, 0.34 means a 34% yield).. Dataset: Reaction yield outcomes from USPTO patents with 853,638 reactions (1) The reactants are [C:1]([O:5][C:6]([N:8]1[CH2:13][CH2:12][CH:11]([OH:14])[CH2:10][CH2:9]1)=[O:7])([CH3:4])([CH3:3])[CH3:2].C[N+]1([O-])CCOCC1. The catalyst is C(Cl)Cl.CCC[N+](CCC)(CCC)CCC.[O-][Ru](=O)(=O)=O. The product is [C:1]([O:5][C:6]([N:8]1[CH2:9][CH2:10][C:11](=[O:14])[CH2:12][CH2:13]1)=[O:7])([CH3:4])([CH3:2])[CH3:3]. The yield is 0.890. (2) The reactants are [F:1][C:2]1[CH:3]=[CH:4][C:5]([N:13]2[CH2:18][CH2:17][N:16]([CH2:19][CH2:20][C:21]3[CH:26]=[CH:25][CH:24]=[C:23]([N+:27]([O-])=O)[CH:22]=3)[CH2:15][CH2:14]2)=[C:6]2[C:11]=1[N:10]=[C:9]([CH3:12])[CH:8]=[CH:7]2.[Cl-].[NH4+]. The catalyst is CO.O.[Fe]. The product is [F:1][C:2]1[CH:3]=[CH:4][C:5]([N:13]2[CH2:14][CH2:15][N:16]([CH2:19][CH2:20][C:21]3[CH:22]=[C:23]([CH:24]=[CH:25][CH:26]=3)[NH2:27])[CH2:17][CH2:18]2)=[C:6]2[C:11]=1[N:10]=[C:9]([CH3:12])[CH:8]=[CH:7]2. The yield is 0.770. (3) The reactants are [CH3:1][C:2]1[CH:3]=[CH:4][C:5]([C:8]2[CH:13]=[CH:12][NH:11][C:10](=[O:14])[CH:9]=2)=[N:6][CH:7]=1.Br[C:16]1[CH:17]=[CH:18][C:19]2[C:20]3[CH2:29][N:28]([C:30]([O:32][C:33]([CH3:36])([CH3:35])[CH3:34])=[O:31])[CH2:27][CH2:26][C:21]=3[N:22]([CH3:25])[C:23]=2[CH:24]=1. No catalyst specified. The product is [CH3:25][N:22]1[C:23]2[CH:24]=[C:16]([N:11]3[CH:12]=[CH:13][C:8]([C:5]4[CH:4]=[CH:3][C:2]([CH3:1])=[CH:7][N:6]=4)=[CH:9][C:10]3=[O:14])[CH:17]=[CH:18][C:19]=2[C:20]2[CH2:29][N:28]([C:30]([O:32][C:33]([CH3:36])([CH3:35])[CH3:34])=[O:31])[CH2:27][CH2:26][C:21]1=2. The yield is 0.640. (4) No catalyst specified. The product is [CH2:1]([N:8]1[C:13](=[O:14])[C:12]2[C:19]([OH:21])=[CH:18][C:17](=[O:25])[N:15]([CH3:16])[C:11]=2[N:10]=[CH:9]1)[C:2]1[CH:3]=[CH:4][CH:5]=[CH:6][CH:7]=1. The yield is 0.570. The reactants are [CH2:1]([N:8]1[C:13](=[O:14])[CH:12]=[C:11]([NH:15][CH3:16])[N:10]=[CH:9]1)[C:2]1[CH:7]=[CH:6][CH:5]=[CH:4][CH:3]=1.[C:17]([O:25]CC)(=O)[CH2:18][C:19]([O:21]CC)=O.C1(OC2C=CC=CC=2)C=CC=CC=1. (5) The product is [CH3:1][O:2][C:3]1[CH:4]=[C:5]2[C:10](=[CH:11][C:12]=1[O:13][CH3:14])[N:9]=[CH:8][CH:7]=[C:6]2[O:15][C:16]1[CH:22]=[CH:21][C:19]([NH:20][C:27](=[O:33])[O:26][C:24]2[CH:39]=[CH:40][CH:35]=[CH:36][C:37]=2[CH3:38])=[CH:18][CH:17]=1. The catalyst is C(Cl)Cl.C(N(CC)CC)C.C1(C)C=CC=CC=1. The reactants are [CH3:1][O:2][C:3]1[CH:4]=[C:5]2[C:10](=[CH:11][C:12]=1[O:13][CH3:14])[N:9]=[CH:8][CH:7]=[C:6]2[O:15][C:16]1[CH:22]=[CH:21][C:19]([NH2:20])=[CH:18][CH:17]=1.Cl[C:24](Cl)([O:26][C:27](=[O:33])OC(Cl)(Cl)Cl)Cl.[C:35]1(C)[C:40](O)=[CH:39][CH:38]=[CH:37][CH:36]=1.C(=O)(O)[O-].[Na+]. The yield is 0.800.